Task: Regression. Given a peptide amino acid sequence and an MHC pseudo amino acid sequence, predict their binding affinity value. This is MHC class I binding data.. Dataset: Peptide-MHC class I binding affinity with 185,985 pairs from IEDB/IMGT (1) The peptide sequence is CLSDEINHV. The MHC is HLA-B15:17 with pseudo-sequence HLA-B15:17. The binding affinity (normalized) is 0.0847. (2) The peptide sequence is AVYSTFLHR. The MHC is HLA-A01:01 with pseudo-sequence HLA-A01:01. The binding affinity (normalized) is 0.0847.